Dataset: CYP2C19 inhibition data for predicting drug metabolism from PubChem BioAssay. Task: Regression/Classification. Given a drug SMILES string, predict its absorption, distribution, metabolism, or excretion properties. Task type varies by dataset: regression for continuous measurements (e.g., permeability, clearance, half-life) or binary classification for categorical outcomes (e.g., BBB penetration, CYP inhibition). Dataset: cyp2c19_veith. The compound is Cl.N=C(N)n1cc(/C=N\N=C(N)N)cn1. The result is 0 (non-inhibitor).